Dataset: Forward reaction prediction with 1.9M reactions from USPTO patents (1976-2016). Task: Predict the product of the given reaction. Given the reactants [CH2:1]([O:3][C:4](=[O:44])[CH:5]=[C:6]1[C:15]2[C:10](=[C:11]([F:16])[CH:12]=[CH:13][CH:14]=2)[N:9]([C:17](=[O:43])[NH:18][CH2:19][C:20]2[CH:25]=[CH:24][C:23]([C:26]([N:28]3[C:34]4[CH:35]=[CH:36][CH:37]=[CH:38][C:33]=4[CH2:32][N:31]4[CH:39]=[CH:40][CH:41]=[C:30]4[CH2:29]3)=[O:27])=[CH:22][C:21]=2[CH3:42])[CH2:8][CH2:7]1)[CH3:2].C(OC(=O)CC1C2C(=C(F)C=CC=2)N(C(=O)NCC2C=CC(C(N3C4C=CC=CC=4CN4C=CC=C4C3)=O)=CC=2C)CC=1)C, predict the reaction product. The product is: [CH2:1]([O:3][C:4](=[O:44])[CH2:5][CH:6]1[C:15]2[C:10](=[C:11]([F:16])[CH:12]=[CH:13][CH:14]=2)[N:9]([C:17](=[O:43])[NH:18][CH2:19][C:20]2[CH:25]=[CH:24][C:23]([C:26]([N:28]3[C:34]4[CH:35]=[CH:36][CH:37]=[CH:38][C:33]=4[CH2:32][N:31]4[CH:39]=[CH:40][CH:41]=[C:30]4[CH2:29]3)=[O:27])=[CH:22][C:21]=2[CH3:42])[CH2:8][CH2:7]1)[CH3:2].